Predict which catalyst facilitates the given reaction. From a dataset of Catalyst prediction with 721,799 reactions and 888 catalyst types from USPTO. (1) Reactant: [CH2:1]([O:3][C:4]([CH:6]1[CH2:8][CH:7]1[CH2:9][C:10]1[N:18]2[C:13]([C:14]([NH2:19])=[N:15][CH:16]=[N:17]2)=[CH:12][CH:11]=1)=[O:5])[CH3:2].[Br:20]C1C(=O)C(C)(C)C(Br)C1=O. Product: [CH2:1]([O:3][C:4]([CH:6]1[CH2:8][CH:7]1[CH2:9][C:10]1[N:18]2[C:13]([C:14]([NH2:19])=[N:15][CH:16]=[N:17]2)=[C:12]([Br:20])[CH:11]=1)=[O:5])[CH3:2]. The catalyst class is: 1. (2) Reactant: F[C:2]1[CH:7]=[CH:6][C:5]([N+:8]([O-:10])=[O:9])=[CH:4][CH:3]=1.[N:11]1([CH2:17][CH2:18][NH2:19])[CH2:16][CH2:15][O:14][CH2:13][CH2:12]1.C(NC(C)C)(C)C. Product: [N:11]1([CH2:17][CH2:18][NH:19][C:2]2[CH:7]=[CH:6][C:5]([N+:8]([O-:10])=[O:9])=[CH:4][CH:3]=2)[CH2:16][CH2:15][O:14][CH2:13][CH2:12]1. The catalyst class is: 346. (3) Reactant: [CH3:1]C([O-])(C)C.[K+].[Br:7][C:8]1[CH:9]=[C:10]([C:14]([C:16]2[CH:21]=[CH:20][CH:19]=[C:18]([Br:22])[CH:17]=2)=[O:15])[CH:11]=[CH:12][CH:13]=1.[I-].C[S+](C)C. Product: [Br:7][C:8]1[CH:9]=[C:10]([C:14]2([C:16]3[CH:21]=[CH:20][CH:19]=[C:18]([Br:22])[CH:17]=3)[CH2:1][O:15]2)[CH:11]=[CH:12][CH:13]=1. The catalyst class is: 148. (4) Reactant: [F:1][C:2]1[CH:7]=[C:6]([C:8]([F:11])([F:10])[F:9])[CH:5]=[CH:4][C:3]=1[CH:12]1[CH2:17][C:16](=[O:18])[NH:15][C:14]([CH3:19])=[C:13]1[C:20]([O:22]C)=[O:21]. Product: [F:1][C:2]1[CH:7]=[C:6]([C:8]([F:9])([F:11])[F:10])[CH:5]=[CH:4][C:3]=1[CH:12]1[CH2:17][C:16](=[O:18])[NH:15][C:14]([CH3:19])=[C:13]1[C:20]([OH:22])=[O:21]. The catalyst class is: 1. (5) Reactant: [NH2:1][C:2]1[CH:10]=[CH:9][C:8]([Cl:11])=[CH:7][C:3]=1[C:4](O)=[O:5].C(O)(=O)C.[O:16]([C:18]#[N:19])[Na].[OH-].[Na+]. Product: [Cl:11][C:8]1[CH:7]=[C:3]2[C:2](=[CH:10][CH:9]=1)[NH:1][C:18](=[O:16])[NH:19][C:4]2=[O:5]. The catalyst class is: 6. (6) Reactant: [NH2:1][CH2:2][C@@H:3]1[C@@H:11]([C@@:12]2([CH3:21])[CH2:17][CH2:16][C@H:15]([OH:18])[CH2:14][C@@H:13]2[CH2:19][OH:20])[CH2:10][CH2:9][C@@:8]2([CH3:22])[C@H:4]1[CH2:5][CH2:6][C:7]2=[CH2:23].C1CN([P+](ON2N=NC3C=CC=CC2=3)(N2CCCC2)N2CCCC2)CC1.F[P-](F)(F)(F)(F)F.[NH:57]1[CH:61]=[CH:60][CH:59]=[C:58]1[C:62](O)=[O:63].CCN(C(C)C)C(C)C. Product: [OH:18][C@H:15]1[CH2:16][CH2:17][C@@:12]([C@H:11]2[CH2:10][CH2:9][C@@:8]3([CH3:22])[C@@H:4]([CH2:5][CH2:6][C:7]3=[CH2:23])[C@@H:3]2[CH2:2][NH:1][C:62]([C:58]2[NH:57][CH:61]=[CH:60][CH:59]=2)=[O:63])([CH3:21])[C@@H:13]([CH2:19][OH:20])[CH2:14]1. The catalyst class is: 329. (7) Reactant: C(Cl)(=O)C(Cl)=O.CS(C)=O.[Si:11]([O:18][C@H:19]1[C@H:23]([OH:24])[CH2:22][N:21]([C:25](=[O:54])[CH2:26][CH2:27][O:28][C:29]2[CH:53]=[CH:52][C:32]([CH2:33][NH:34][C:35]([C:37]3[CH:51]=[CH:50][C:40]([CH2:41][NH:42][C:43](=[O:49])[O:44][C:45]([CH3:48])([CH3:47])[CH3:46])=[CH:39][CH:38]=3)=[O:36])=[CH:31][CH:30]=2)[CH2:20]1)([C:14]([CH3:17])([CH3:16])[CH3:15])([CH3:13])[CH3:12].CCN(CC)CC. Product: [Si:11]([O:18][C@H:19]1[C:23](=[O:24])[CH2:22][N:21]([C:25](=[O:54])[CH2:26][CH2:27][O:28][C:29]2[CH:53]=[CH:52][C:32]([CH2:33][NH:34][C:35]([C:37]3[CH:38]=[CH:39][C:40]([CH2:41][NH:42][C:43](=[O:49])[O:44][C:45]([CH3:46])([CH3:47])[CH3:48])=[CH:50][CH:51]=3)=[O:36])=[CH:31][CH:30]=2)[CH2:20]1)([C:14]([CH3:15])([CH3:16])[CH3:17])([CH3:13])[CH3:12]. The catalyst class is: 20. (8) Reactant: [Cl:1][C:2]1[C:3]2[CH:10]=[C:9]([CH3:11])[N:8]([CH2:12][C@@H:13]3[CH2:17][CH2:16][CH2:15][N:14]3[C:18]([O:20][C:21]([CH3:24])([CH3:23])[CH3:22])=[O:19])[C:4]=2[N:5]=[CH:6][N:7]=1.C1C(=O)N([I:32])C(=O)C1. Product: [Cl:1][C:2]1[C:3]2[C:10]([I:32])=[C:9]([CH3:11])[N:8]([CH2:12][C@@H:13]3[CH2:17][CH2:16][CH2:15][N:14]3[C:18]([O:20][C:21]([CH3:24])([CH3:23])[CH3:22])=[O:19])[C:4]=2[N:5]=[CH:6][N:7]=1. The catalyst class is: 3.